Predict which catalyst facilitates the given reaction. From a dataset of Catalyst prediction with 721,799 reactions and 888 catalyst types from USPTO. (1) The catalyst class is: 4. Product: [CH3:39][O:38][C:5]1[CH:6]=[C:7]([O:10][CH2:11][C:12]2[S:16][C:15]([C:17]3[CH:22]=[CH:21][C:20]([C:23]([F:24])([F:25])[F:26])=[CH:19][CH:18]=3)=[N:14][C:13]=2[CH2:27][N:28]2[CH2:33][CH2:32][CH:31]([C:34]([F:37])([F:36])[F:35])[CH2:30][CH2:29]2)[CH:8]=[CH:9][C:4]=1[C:3]1[NH:40][C:47](=[O:53])[O:1][N:2]=1. Reactant: [OH:1][NH:2][C:3](=[NH:40])[C:4]1[CH:9]=[CH:8][C:7]([O:10][CH2:11][C:12]2[S:16][C:15]([C:17]3[CH:22]=[CH:21][C:20]([C:23]([F:26])([F:25])[F:24])=[CH:19][CH:18]=3)=[N:14][C:13]=2[CH2:27][N:28]2[CH2:33][CH2:32][CH:31]([C:34]([F:37])([F:36])[F:35])[CH2:30][CH2:29]2)=[CH:6][C:5]=1[O:38][CH3:39].N1C=CC=CC=1.[C:47]1([O:53]C(Cl)=O)C=CC=CC=1.O. (2) Reactant: C([O:3][C:4](=[O:34])[C:5]1[CH:10]=[CH:9][CH:8]=[C:7]([N:11]2[C:15]([CH3:16])=[CH:14][CH:13]=[C:12]2[C:17]2[CH:22]=[C:21]([Br:23])[CH:20]=[CH:19][C:18]=2[O:24][CH2:25][C:26]2[CH:31]=[CH:30][C:29]([Cl:32])=[C:28]([Cl:33])[CH:27]=2)[CH:6]=1)C.[OH-].[Na+]. Product: [Br:23][C:21]1[CH:20]=[CH:19][C:18]([O:24][CH2:25][C:26]2[CH:31]=[CH:30][C:29]([Cl:32])=[C:28]([Cl:33])[CH:27]=2)=[C:17]([C:12]2[N:11]([C:7]3[CH:6]=[C:5]([CH:10]=[CH:9][CH:8]=3)[C:4]([OH:34])=[O:3])[C:15]([CH3:16])=[CH:14][CH:13]=2)[CH:22]=1. The catalyst class is: 14.